From a dataset of Peptide-MHC class II binding affinity with 134,281 pairs from IEDB. Regression. Given a peptide amino acid sequence and an MHC pseudo amino acid sequence, predict their binding affinity value. This is MHC class II binding data. (1) The peptide sequence is FPPNGTHSWEYWGAQ. The MHC is HLA-DQA10101-DQB10501 with pseudo-sequence HLA-DQA10101-DQB10501. The binding affinity (normalized) is 0.186. (2) The MHC is HLA-DPA10103-DPB10401 with pseudo-sequence HLA-DPA10103-DPB10401. The binding affinity (normalized) is 0.0463. The peptide sequence is AASGADGTYDITKLG. (3) The peptide sequence is TSKLDAAYKLAYKTA. The MHC is DRB1_0401 with pseudo-sequence DRB1_0401. The binding affinity (normalized) is 0.358.